This data is from Full USPTO retrosynthesis dataset with 1.9M reactions from patents (1976-2016). The task is: Predict the reactants needed to synthesize the given product. (1) Given the product [Br:1][C:2]1[CH:11]=[CH:10][C:9]2[NH:8][C:7](=[O:35])[C:6]3[NH:12][N:14]=[CH:15][C:5]=3[C:4]=2[CH:3]=1, predict the reactants needed to synthesize it. The reactants are: [Br:1][C:2]1[CH:11]=[CH:10][C:9]2[N:8]=[CH:7][C:6]3[NH:12]C(=O)[N:14]=[C:15](C4C=CC(C(C)(C)C#N)=CC=4)[C:5]=3[C:4]=2[CH:3]=1.N1C=CC=C(B(O)[OH:35])C=1.C([O-])([O-])=O.[Na+].[Na+]. (2) Given the product [C:1]([O:5][C:6](=[O:31])[NH:7][C@@H:8]([C:12]1[N:22]([CH2:23][C:24]2[CH:25]=[CH:26][CH:27]=[CH:28][CH:29]=2)[C:21](=[O:30])[C:15]2[C:14](=[CH:19][C:18]([Cl:20])=[CH:17][CH:16]=2)[N:13]=1)[CH:9]([CH3:11])[CH3:10])([CH3:3])([CH3:4])[CH3:2], predict the reactants needed to synthesize it. The reactants are: [C:1]([O:5][C:6](=[O:31])[NH:7][C@@H:8]([CH:12]=[N:13][C:14]1[CH:19]=[C:18]([Cl:20])[CH:17]=[CH:16][C:15]=1[C:21](=[O:30])[NH:22][CH2:23][C:24]1[CH:29]=[CH:28][CH:27]=[CH:26][CH:25]=1)[CH:9]([CH3:11])[CH3:10])([CH3:4])([CH3:3])[CH3:2].O.[OH-].[Li+].Cl. (3) The reactants are: I(O)(=O)(=O)=[O:2].[CH:6]([C:8]1[O:9][C:10]2[CH:16]=[C:15]([C:17]([O:19][CH2:20][CH3:21])=[O:18])[CH:14]=[C:13]([O:22][C:23]3[CH:28]=[CH:27][C:26]([S:29]([CH3:32])(=[O:31])=[O:30])=[CH:25][CH:24]=3)[C:11]=2[CH:12]=1)=[O:7]. Given the product [CH2:20]([O:19][C:17]([C:15]1[CH:14]=[C:13]([O:22][C:23]2[CH:28]=[CH:27][C:26]([S:29]([CH3:32])(=[O:31])=[O:30])=[CH:25][CH:24]=2)[C:11]2[CH:12]=[C:8]([C:6]([OH:2])=[O:7])[O:9][C:10]=2[CH:16]=1)=[O:18])[CH3:21], predict the reactants needed to synthesize it. (4) The reactants are: C(OC(CC1C=CC(O)=C(C)C=1)C(O)=O)C.[CH2:17]([O:24][C:25](=[O:45])[CH:26]([O:42][CH2:43][CH3:44])[CH2:27][C:28]1[CH:33]=[CH:32][C:31]([OH:34])=[C:30]([CH2:35]C2C=CC=CC=2)[CH:29]=1)[C:18]1[CH:23]=[CH:22][CH:21]=[CH:20][CH:19]=1. Given the product [CH2:17]([O:24][C:25](=[O:45])[CH:26]([O:42][CH2:43][CH3:44])[CH2:27][C:28]1[CH:33]=[CH:32][C:31]([OH:34])=[C:30]([CH3:35])[CH:29]=1)[C:18]1[CH:23]=[CH:22][CH:21]=[CH:20][CH:19]=1, predict the reactants needed to synthesize it. (5) Given the product [ClH:24].[F:20][C:17]([C:14]1[N:13]=[CH:12][C:11]2[C:10]([CH3:22])([CH3:23])[CH2:9][NH:8][C:16]=2[CH:15]=1)([F:21])[CH2:18][CH3:19], predict the reactants needed to synthesize it. The reactants are: C(OC([N:8]1[C:16]2[CH:15]=[C:14]([C:17]([F:21])([F:20])[CH2:18][CH3:19])[N:13]=[CH:12][C:11]=2[C:10]([CH3:23])([CH3:22])[CH2:9]1)=O)(C)(C)C.[ClH:24]. (6) Given the product [C:9]([C:5]1[C:4]([OH:12])=[CH:3][C:2]([C:55]#[N:56])=[C:7]([CH3:8])[CH:6]=1)(=[O:11])[CH3:10], predict the reactants needed to synthesize it. The reactants are: Br[C:2]1[C:7]([CH3:8])=[CH:6][C:5]([C:9](=[O:11])[CH3:10])=[C:4]([OH:12])[CH:3]=1.CC1(C)C2C=CC=C(P(C3C=CC=CC=3)C3C=CC=CC=3)C=2OC2C1=CC=CC=2P(C1C=CC=CC=1)C1C=CC=CC=1.[CH3:55][N:56](C)C=O. (7) Given the product [O:25]1[C:21]([C:18]2[CH:19]=[CH:20][C:15]([N:5]3[C:6]4[CH2:7][CH2:8][CH2:9][CH2:10][C:11]=4[C:3]([C:2]([F:1])([F:12])[F:13])=[N:4]3)=[CH:16][CH:17]=2)=[CH:22][N:23]=[CH:24]1, predict the reactants needed to synthesize it. The reactants are: [F:1][C:2]([F:13])([F:12])[C:3]1[C:11]2[CH2:10][CH2:9][CH2:8][CH2:7][C:6]=2[NH:5][N:4]=1.Br[C:15]1[CH:20]=[CH:19][C:18]([C:21]2[O:25][CH:24]=[N:23][CH:22]=2)=[CH:17][CH:16]=1.CN(C)CC(O)=O.C(=O)([O-])[O-].[K+].[K+]. (8) The reactants are: [CH2:1]([O:3][C:4]1[C:5](C(O)=O)=[N:6][C:7]([CH3:13])=[CH:8][C:9]=1[N+]([O-])=O)[CH3:2].C(Cl)(=O)C([Cl:20])=O.[CH3:23][OH:24].[C:25]([O-:28])([O-])=O.[Na+].[Na+]. Given the product [Cl:20][C:9]1[CH:8]=[C:7]([CH3:13])[N:6]=[C:5]([C:23]([O:28][CH3:25])=[O:24])[C:4]=1[O:3][CH2:1][CH3:2], predict the reactants needed to synthesize it. (9) Given the product [CH2:1]([O:3][C:4](=[O:20])[CH2:5][C:6]1[CH2:11][CH2:10][CH2:9][CH2:8][C:7]=1[C:12]1[CH:17]=[CH:16][CH:15]=[C:14]([O:18][CH3:19])[CH:13]=1)[CH3:2], predict the reactants needed to synthesize it. The reactants are: [CH2:1]([O:3][C:4](=[O:20])[CH:5]=[C:6]1[CH2:11][CH2:10][CH2:9][CH2:8][CH:7]1[C:12]1[CH:17]=[CH:16][CH:15]=[C:14]([O:18][CH3:19])[CH:13]=1)[CH3:2].[O-]CC.[Na+]. (10) Given the product [CH:33]([N:8]1[CH:1]2[CH2:7][CH2:6][CH:5]1[CH2:4][CH:3]([N:9]1[CH2:10][CH2:11][N:12]([C:15]([O:17][C:18]([CH3:21])([CH3:20])[CH3:19])=[O:16])[CH2:13][CH2:14]1)[CH2:2]2)=[O:34], predict the reactants needed to synthesize it. The reactants are: [CH:1]12[NH:8][CH:5]([CH2:6][CH2:7]1)[CH2:4][CH:3]([N:9]1[CH2:14][CH2:13][N:12]([C:15]([O:17][C:18]([CH3:21])([CH3:20])[CH3:19])=[O:16])[CH2:11][CH2:10]1)[CH2:2]2.CCN=C=NCCCN(C)C.[CH:33](O)=[O:34].